From a dataset of Forward reaction prediction with 1.9M reactions from USPTO patents (1976-2016). Predict the product of the given reaction. (1) The product is: [NH2:8][C@@H:9]([CH3:12])[CH2:10][O:11][C:14]1[CH:23]=[CH:22][C:17]([C:18]([O:20][CH3:21])=[O:19])=[CH:16][CH:15]=1. Given the reactants C(OC([NH:8][C@@H:9]([CH3:12])[CH2:10][OH:11])=O)(C)(C)C.O[C:14]1[CH:23]=[CH:22][C:17]([C:18]([O:20][CH3:21])=[O:19])=[CH:16][CH:15]=1.C1C=CC(P(C2C=CC=CC=2)C2C=CC=CC=2)=CC=1.N(C(OC(C)C)=O)=NC(OC(C)C)=O, predict the reaction product. (2) Given the reactants [O:1]1[CH2:5][CH2:4][C@H:3]([CH2:6][OH:7])[CH2:2]1.C(N(CC)CC)C.[CH3:15][C:16]1[CH:21]=[CH:20][C:19]([S:22](Cl)(=[O:24])=[O:23])=[CH:18][CH:17]=1, predict the reaction product. The product is: [CH3:15][C:16]1[CH:21]=[CH:20][C:19]([S:22]([O:7][CH2:6][C@@H:3]2[CH2:4][CH2:5][O:1][CH2:2]2)(=[O:24])=[O:23])=[CH:18][CH:17]=1.